Predict the reactants needed to synthesize the given product. From a dataset of Full USPTO retrosynthesis dataset with 1.9M reactions from patents (1976-2016). (1) Given the product [NH2:11][CH2:10][C@@H:6]1[CH2:7][CH2:8][CH2:9][N:4]([CH2:3][CH:2]([C:22]2[C:31]3[C:26](=[CH:27][CH:28]=[C:29]([O:32][CH3:33])[CH:30]=3)[N:25]=[CH:24][CH:23]=2)[OH:1])[CH2:5]1, predict the reactants needed to synthesize it. The reactants are: [OH:1][CH:2]([C:22]1[C:31]2[C:26](=[CH:27][CH:28]=[C:29]([O:32][CH3:33])[CH:30]=2)[N:25]=[CH:24][CH:23]=1)[CH2:3][N:4]1[CH2:9][CH2:8][CH2:7][CH:6]([CH2:10][NH:11]C(=O)OCC2C=CC=CC=2)[CH2:5]1. (2) Given the product [C:1]([O:5][C:6]([NH:8][C@@H:9]1[C:10](=[O:31])[N:11]2[C@H:12]([C:18]([O:20][C:21]([CH3:23])([CH3:22])[CH3:24])=[O:19])[CH2:13][CH2:14][C@@H:15]2[CH:27]=[CH:26][C@H:25]1[CH3:28])=[O:7])([CH3:2])([CH3:3])[CH3:4], predict the reactants needed to synthesize it. The reactants are: [C:1]([O:5][C:6]([NH:8][C@@H:9]([C@H:25]([CH3:28])[CH:26]=[CH2:27])[CH2:10][N:11]1[C@@H:15](C=C)[CH2:14][CH2:13][C@H:12]1[C:18]([O:20][C:21]([CH3:24])([CH3:23])[CH3:22])=[O:19])=[O:7])([CH3:4])([CH3:3])[CH3:2].CS(C)=[O:31]. (3) Given the product [CH3:1][O:2][CH2:3][CH:4]([NH:6][C:7]1[CH:14]=[C:13]([NH:15][C:16]2[CH:17]=[C:18]([O:26][CH3:27])[C:19]([O:24][CH3:25])=[C:20]([O:22][CH3:23])[CH:21]=2)[CH:12]=[CH:11][C:8]=1[C:9]([NH2:10])=[O:28])[CH3:5], predict the reactants needed to synthesize it. The reactants are: [CH3:1][O:2][CH2:3][CH:4]([NH:6][C:7]1[CH:14]=[C:13]([NH:15][C:16]2[CH:21]=[C:20]([O:22][CH3:23])[C:19]([O:24][CH3:25])=[C:18]([O:26][CH3:27])[CH:17]=2)[CH:12]=[CH:11][C:8]=1[C:9]#[N:10])[CH3:5].[OH-:28].[K+].OO.